Predict the product of the given reaction. From a dataset of Forward reaction prediction with 1.9M reactions from USPTO patents (1976-2016). (1) Given the reactants [NH:1]1[C:9]2[C:4](=[CH:5][C:6]([CH:10]=[O:11])=[CH:7][CH:8]=2)[CH:3]=[CH:2]1.[H-].[Na+].CI.[C:16](OCC)(=O)C, predict the reaction product. The product is: [CH3:16][N:1]1[C:9]2[C:4](=[CH:5][C:6]([CH:10]=[O:11])=[CH:7][CH:8]=2)[CH:3]=[CH:2]1. (2) Given the reactants C([NH:5][S:6]([C:9]1[CH:14]=[CH:13][C:12]([NH:15][C:16]([C:18]2[N:19](COCC[Si](C)(C)C)[CH:20]=[C:21]([C:23]#[N:24])[N:22]=2)=[O:17])=[C:11]([C:33]2[CH2:38][CH2:37][C:36]([CH3:40])([CH3:39])[CH2:35][CH:34]=2)[CH:10]=1)(=[O:8])=[O:7])(C)(C)C.CCO.C1(OC)C=CC=CC=1.C(O)(C(F)(F)F)=O, predict the reaction product. The product is: [CH3:39][C:36]1([CH3:40])[CH2:37][CH2:38][C:33]([C:11]2[CH:10]=[C:9]([S:6](=[O:7])(=[O:8])[NH2:5])[CH:14]=[CH:13][C:12]=2[NH:15][C:16]([C:18]2[NH:19][CH:20]=[C:21]([C:23]#[N:24])[N:22]=2)=[O:17])=[CH:34][CH2:35]1. (3) The product is: [N:21]1[CH:26]=[CH:25][CH:24]=[C:23]([C:27]2[CH2:31][CH:30]([C:32]([NH:1][C:2]3[CH:10]=[CH:9][C:5]([C:6]([OH:8])=[O:7])=[CH:4][CH:3]=3)=[O:33])[O:29][N:28]=2)[CH:22]=1. Given the reactants [NH2:1][C:2]1[CH:10]=[CH:9][C:5]([C:6]([OH:8])=[O:7])=[CH:4][CH:3]=1.C(N(C(C)C)C(C)C)C.Cl.[N:21]1[CH:26]=[CH:25][CH:24]=[C:23]([C:27]2[CH2:31][CH:30]([C:32](Cl)=[O:33])[O:29][N:28]=2)[CH:22]=1, predict the reaction product. (4) Given the reactants [CH:1]1[C:13]2[N:12]([C:14]3[CH:15]=[C:16](B(O)O)[CH:17]=[CH:18][CH:19]=3)[C:11]3[C:6](=[CH:7][CH:8]=[CH:9][CH:10]=3)[C:5]=2[CH:4]=[CH:3][CH:2]=1.I[C:24]1[CH:25]=[C:26]([Br:30])[CH:27]=[CH:28][CH:29]=1.C1(C)C=CC=CC=1P(C1C=CC=CC=1C)C1C=CC=CC=1C.C(=O)([O-])[O-].[K+].[K+], predict the reaction product. The product is: [Br:30][C:26]1[CH:25]=[C:24]([C:16]2[CH:15]=[C:14]([N:12]3[C:13]4[CH:1]=[CH:2][CH:3]=[CH:4][C:5]=4[C:6]4[C:11]3=[CH:10][CH:9]=[CH:8][CH:7]=4)[CH:19]=[CH:18][CH:17]=2)[CH:29]=[CH:28][CH:27]=1. (5) Given the reactants C(=O)([O-])[O-].[K+].[K+].[CH3:7][N:8]1[CH2:13][CH2:12][NH:11][CH2:10][CH2:9]1.Cl[C:15]1[CH:20]=[C:19]([O:21][CH:22]([CH3:24])[CH3:23])[C:18]([N+:25]([O-:27])=[O:26])=[CH:17][N:16]=1.O, predict the reaction product. The product is: [CH3:7][N:8]1[CH2:13][CH2:12][N:11]([C:15]2[CH:20]=[C:19]([O:21][CH:22]([CH3:23])[CH3:24])[C:18]([N+:25]([O-:27])=[O:26])=[CH:17][N:16]=2)[CH2:10][CH2:9]1. (6) Given the reactants Cl[C:2]1[N:3]=[C:4]([NH:18][CH3:19])[C:5]2[C:10](=[O:11])[CH2:9][CH:8]([C:12]3[CH:17]=[CH:16][CH:15]=[CH:14][CH:13]=3)[C:6]=2[N:7]=1.[Cl:20][C:21]1[N:22]=[CH:23][N:24]([C:26]2[CH:32]=[CH:31][C:29]([NH2:30])=[CH:28][C:27]=2[O:33][CH3:34])[CH:25]=1.S(=O)(=O)(O)O, predict the reaction product. The product is: [Cl:20][C:21]1[N:22]=[CH:23][N:24]([C:26]2[CH:32]=[CH:31][C:29]([NH:30][C:2]3[N:3]=[C:4]([NH:18][CH3:19])[C:5]4[C:10](=[O:11])[CH2:9][CH:8]([C:12]5[CH:17]=[CH:16][CH:15]=[CH:14][CH:13]=5)[C:6]=4[N:7]=3)=[CH:28][C:27]=2[O:33][CH3:34])[CH:25]=1.